Predict which catalyst facilitates the given reaction. From a dataset of Catalyst prediction with 721,799 reactions and 888 catalyst types from USPTO. (1) Reactant: [CH:1]1([CH2:6][CH:7]([C:11]2[CH:16]=[CH:15][C:14]([S:17]([CH3:20])(=[O:19])=[O:18])=[CH:13][CH:12]=2)[C:8]([OH:10])=O)[CH2:5][CH2:4][CH2:3][CH2:2]1.C(Cl)(=O)C(Cl)=O.C(N(CC)C(C)C)(C)C.[NH2:36][C:37]1[CH:46]=[CH:45][C:44]2[C:39](=[CH:40][CH:41]=[CH:42][CH:43]=2)[N:38]=1. Product: [CH:1]1([CH2:6][CH:7]([C:11]2[CH:16]=[CH:15][C:14]([S:17]([CH3:20])(=[O:19])=[O:18])=[CH:13][CH:12]=2)[C:8]([NH:36][C:37]2[CH:46]=[CH:45][C:44]3[C:39](=[CH:40][CH:41]=[CH:42][CH:43]=3)[N:38]=2)=[O:10])[CH2:2][CH2:3][CH2:4][CH2:5]1. The catalyst class is: 832. (2) Reactant: Cl[C:2]1[N:12]=[C:11]([NH:13][C:14]2[CH:19]=[CH:18][C:17]([CH:20]3[CH2:25][CH2:24][N:23](C(OC(C)(C)C)=O)[CH2:22][CH2:21]3)=[CH:16][C:15]=2[O:33][CH2:34][CH3:35])[C:5]2[C:6](=[O:10])[NH:7][N:8]=[CH:9][C:4]=2[CH:3]=1.[Cl:36][C:37]1[CH:42]=[CH:41][CH:40]=[CH:39][C:38]=1[OH:43].CN(C)CC(O)=O.C(=O)([O-])[O-].[Cs+].[Cs+]. Product: [Cl:36][C:37]1[CH:42]=[CH:41][CH:40]=[CH:39][C:38]=1[O:43][C:2]1[N:12]=[C:11]([NH:13][C:14]2[CH:19]=[CH:18][C:17]([CH:20]3[CH2:21][CH2:22][NH:23][CH2:24][CH2:25]3)=[CH:16][C:15]=2[O:33][CH2:34][CH3:35])[C:5]2[C:6](=[O:10])[NH:7][N:8]=[CH:9][C:4]=2[CH:3]=1. The catalyst class is: 12. (3) Reactant: Br[C:2]1[CH:24]=[C:23]([Cl:25])[C:5]([C:6]([C:8]2[C:16]3[C:11](=[C:12]([NH:17][C:18]([CH:20]4[CH2:22][CH2:21]4)=[O:19])[N:13]=[CH:14][CH:15]=3)[NH:10][CH:9]=2)=[O:7])=[C:4]([Cl:26])[CH:3]=1.[N-:27]=[N+]=[N-].[Na+].CNCCNC.CS(C)=O. Product: [NH2:27][C:2]1[CH:24]=[C:23]([Cl:25])[C:5]([C:6]([C:8]2[C:16]3[C:11](=[C:12]([NH:17][C:18]([CH:20]4[CH2:22][CH2:21]4)=[O:19])[N:13]=[CH:14][CH:15]=3)[NH:10][CH:9]=2)=[O:7])=[C:4]([Cl:26])[CH:3]=1. The catalyst class is: 6. (4) Reactant: [F:1][C:2]1[CH:7]=[CH:6][C:5]([NH:8][C:9]([NH:11]C(=O)C2C=CC=CC=2)=[S:10])=[CH:4][CH:3]=1.Cl. Product: [F:1][C:2]1[CH:3]=[CH:4][C:5]([NH:8][C:9]([NH2:11])=[S:10])=[CH:6][CH:7]=1. The catalyst class is: 74. (5) Product: [CH2:13]([Si:16]([CH2:25][CH:26]=[CH2:27])([CH2:22][CH:23]=[CH2:24])[CH2:17][CH2:18][CH2:19][Si:3]([O:2][CH3:1])([CH3:5])[CH3:4])[CH:14]=[CH2:15]. The catalyst class is: 6. Reactant: [CH3:1][O:2][Si:3](OC)([CH3:5])[CH3:4].C(OCC)C.[CH2:13]([Si:16]([CH2:25][CH:26]=[CH2:27])([CH2:22][CH:23]=[CH2:24])[CH2:17][CH2:18][CH2:19][Mg]Br)[CH:14]=[CH2:15].Cl. (6) Reactant: [C:1]([C:5]1[CH:6]=[C:7]2[C:12](=[C:13]([F:15])[CH:14]=1)[C:11](=[O:16])[N:10]([C:17]1[C:18]([CH2:38][OH:39])=[C:19]([N:23]3[C:27]4=[N:28][C:29]([CH:32]([OH:35])[CH2:33][OH:34])=[CH:30][CH:31]=[C:26]4[C:25]([C:36]#[N:37])=[CH:24]3)[CH:20]=[CH:21][CH:22]=1)[N:9]=[CH:8]2)([CH3:4])([CH3:3])[CH3:2].C([OH:42])C. Product: [C:1]([C:5]1[CH:6]=[C:7]2[C:12](=[C:13]([F:15])[CH:14]=1)[C:11](=[O:16])[N:10]([C:17]1[C:18]([CH2:38][OH:39])=[C:19]([N:23]3[C:27]4=[N:28][C:29]([CH:32]([OH:35])[CH2:33][OH:34])=[CH:30][CH:31]=[C:26]4[C:25]([C:36]([NH2:37])=[O:42])=[CH:24]3)[CH:20]=[CH:21][CH:22]=1)[N:9]=[CH:8]2)([CH3:4])([CH3:2])[CH3:3]. The catalyst class is: 6. (7) Reactant: [Cl:1][C:2]1[S:6][C:5]([S:7]([N:10]2[CH2:15][CH2:14][N:13](C3N=C(N)C4C(=CC(OC)=C(OC)C=4)N=3)[CH2:12][CH2:11]2)(=[O:9])=[O:8])=[CH:4][CH:3]=1.N1CCNCC1.ClC1SC(S(Cl)(=O)=O)=CC=1. Product: [Cl:1][C:2]1[S:6][C:5]([S:7]([N:10]2[CH2:11][CH2:12][NH:13][CH2:14][CH2:15]2)(=[O:8])=[O:9])=[CH:4][CH:3]=1. The catalyst class is: 5. (8) The catalyst class is: 9. Reactant: [H-].[Na+].[OH:3][C:4]1[CH:40]=[CH:39][C:7]2[CH2:8][CH2:9][CH2:10][CH:11]([N:13]([C:32]([O:34][C:35]([CH3:38])([CH3:37])[CH3:36])=[O:33])[CH2:14][C@H:15]([O:24][Si:25]([CH2:30][CH3:31])([CH2:28][CH3:29])[CH2:26][CH3:27])[CH2:16][O:17][C:18]3[CH:23]=[CH:22][CH:21]=[CH:20][CH:19]=3)[CH2:12][C:6]=2[CH:5]=1.[CH2:41](I)[CH3:42].C(=O)([O-])O.[Na+]. Product: [CH2:41]([O:3][C:4]1[CH:40]=[CH:39][C:7]2[CH2:8][CH2:9][CH2:10][CH:11]([N:13]([C:32]([O:34][C:35]([CH3:37])([CH3:36])[CH3:38])=[O:33])[CH2:14][C@H:15]([O:24][Si:25]([CH2:28][CH3:29])([CH2:26][CH3:27])[CH2:30][CH3:31])[CH2:16][O:17][C:18]3[CH:19]=[CH:20][CH:21]=[CH:22][CH:23]=3)[CH2:12][C:6]=2[CH:5]=1)[CH3:42]. (9) Product: [CH3:1][O:2][C:3]([C:5]1[CH:9]=[C:8]([C:10]2[S:11][C:12]([C:15]3[CH:20]=[CH:19][CH:18]=[C:17]([S:21]([CH3:24])(=[O:22])=[O:23])[CH:16]=3)=[CH:13][CH:14]=2)[N:7]([C:25]2[CH:30]=[CH:29][CH:28]=[CH:27][C:26]=2[C:31]([F:33])([F:34])[F:32])[N:6]=1)=[S:44]. Reactant: [CH3:1][O:2][C:3]([C:5]1[CH:9]=[C:8]([C:10]2[S:11][C:12]([C:15]3[CH:20]=[CH:19][CH:18]=[C:17]([S:21]([CH3:24])(=[O:23])=[O:22])[CH:16]=3)=[CH:13][CH:14]=2)[N:7]([C:25]2[CH:30]=[CH:29][CH:28]=[CH:27][C:26]=2[C:31]([F:34])([F:33])[F:32])[N:6]=1)=O.COC1C=CC(P2(SP(C3C=CC(OC)=CC=3)(=S)S2)=[S:44])=CC=1. The catalyst class is: 11. (10) Reactant: [CH3:1][O:2][C:3]1[CH:4]=[C:5]2[C:10](=[CH:11][C:12]=1[O:13][CH2:14][C@H:15]1[CH2:17][O:16]1)[N:9]=[CH:8][N:7]=[C:6]2[O:18][C:19]1[CH:20]=[C:21]2[C:25](=[CH:26][CH:27]=1)[NH:24][CH:23]=[C:22]2[CH3:28].[CH:29]([NH2:32])([CH3:31])[CH3:30]. Product: [OH:16][C@H:15]([CH2:17][NH:32][CH:29]([CH3:31])[CH3:30])[CH2:14][O:13][C:12]1[CH:11]=[C:10]2[C:5]([C:6]([O:18][C:19]3[CH:20]=[C:21]4[C:25](=[CH:26][CH:27]=3)[NH:24][CH:23]=[C:22]4[CH3:28])=[N:7][CH:8]=[N:9]2)=[CH:4][C:3]=1[O:2][CH3:1]. The catalyst class is: 3.